This data is from Drug-target binding data from BindingDB using Kd measurements. The task is: Regression. Given a target protein amino acid sequence and a drug SMILES string, predict the binding affinity score between them. We predict pKd (pKd = -log10(Kd in M); higher means stronger binding). Dataset: bindingdb_kd. (1) The drug is NS(=O)(=O)c1ccc(C(=O)NCc2ccccc2)cc1. The pKd is 8.2. The target protein sequence is SHHWGYGKHNGPEHWHKDFPIAKGERQSPVDIDTHTAKYDPSLKPLSVSYDQATSLRILNNGHAFNVEFDDSQDKAVLKGGPLDGTYRLIQFHFHWGSLDGQGSEHTVDKKKYAAELHLVHWNTKYGDVGKAVQQPDGLAVLGIFLKVGSAKPGLQKVVDVLDSIKTKGKSADFTNFDPRGLLPESLDYWTYPGSLTTPPLLECVTWIVLKEPISVSSEQVLKFRKLNFNGEGEPEELMVDNWRPAQPLKNRQIKASFK. (2) The drug is CO[C@]12CC[C@@]3(C[C@@H]1C(C)(C)O)[C@H]1Cc4ccc(O)c5c4[C@@]3(CCN1CC1CC1)[C@H]2O5. The target protein sequence is MDSPIQIFRGEPGPTCAPSACLPPNSSAWFPGWAEPDSNGSAGSEDAQLEPAHISPAIPVIITAVYSVVFVVGLVGNSLVMFVIIRYTKMKTATNIYIFNLALADALVTTTMPFQSTVYLMNSWPFGDVLCKIVISIDYYNMFTSIFTLTMMSVDRYIAVCHPVKALDFRTPLKAKIINICIWLLSSSVGISAIVLGGTKVREDVDVIECSLQFPDDDYSWWDLFAKICVFIFAFVIPVLIIIVCYTLMILRLKSVRLLSGSREKDRNLRRITRLVLVVVAVFVVCWTPIHIFILVEALGSTSHSTAALSSYYFCIALGYTNSSLNPILYAFLDENFKRCFRDFCFPLKMRMERQSTSRVRNTVQDPAYLRDIDGMNKPV. The pKd is 8.7. (3) The drug is CCCS(=O)(=O)Nc1ccc(F)c(C(=O)c2c[nH]c3ncc(Cl)cc23)c1F. The pKd is 5.0. The target protein (Q86UX6) has sequence MRSGAERRGSSAAASPGSPPPGRARPAGSDAPSALPPPAAGQPRARDSGDVRSQPRPLFQWSKWKKRMGSSMSAATARRPVFDDKEDVNFDHFQILRAIGKGSFGKVCIVQKRDTEKMYAMKYMNKQQCIERDEVRNVFRELEILQEIEHVFLVNLWYSFQDEEDMFMVVDLLLGGDLRYHLQQNVQFSEDTVRLYICEMALALDYLRGQHIIHRDVKPDNILLDERGHAHLTDFNIATIIKDGERATALAGTKPYMAPEIFHSFVNGGTGYSFEVDWWSVGVMAYELLRGWRPYDIHSSNAVESLVQLFSTVSVQYVPTWSKEMVALLRKLLTVNPEHRLSSLQDVQAAPALAGVLWDHLSEKRVEPGFVPNKGRLHCDPTFELEEMILESRPLHKKKKRLAKNKSRDNSRDSSQSENDYLQDCLDAIQQDFVIFNREKLKRSQDLPREPLPAPESRDAAEPVEDEAERSALPMCGPICPSAGSG. (4) The small molecule is COc1cc2c(N3CCN(C(=O)Nc4ccc(OC(C)C)cc4)CC3)ncnc2cc1OCCCN1CCCCC1. The target protein sequence is HHSTVADGLITTLHYPAPKRNKPTVYGVSPNYDKWEMERTDITMKHKLGGGQYGEVYEGVWKKYSLTVAVKTLKEDTMEVEEFLKEAAVMKEIKHPNLVQLLGVCTREPPFYIITEFMTYGNLLDYLRECNRQEVNAVVLLYMATQISSAMEYLEKKNFIHRDLAARNCLVGENHLVKVADFGLSRLMTGDTYTAHAGAKFPIKWTAPESLAYNKFSIKSDVWAFGVLLWEIATYGMSPYPGIDLSQVYELLEKDYRMERPEGCPEKVYELMRACWQWNPSDRPSFAEIHQAFETMFQES. The pKd is 5.0. (5) The small molecule is COc1cccc(C(=O)NC2C(O)[C@H](O[C@@H]3OC(CO)[C@H](O)C(OCc4ccc5ccccc5c4)C3O)C(CO)O[C@H]2OCCNC(=O)CCCCCN2C(=O)C=CC2=O)c1. The target protein sequence is MASGLVASNLNLKPGECLRVRGEVAPDAKSFVLNLGKDSNNLCLHFNPRFNAHGDANTIVCNSKDGGAWGTEQREAVFPFQPGSVAEVCITFDQANLTVKLPDGYEFKFPNRLNLEAINYMAADGDFKIKCVAFD. The pKd is 4.8.